This data is from Forward reaction prediction with 1.9M reactions from USPTO patents (1976-2016). The task is: Predict the product of the given reaction. Given the reactants [Cl-].O[NH3+:3].[C:4](=[O:7])([O-])[OH:5].[Na+].CS(C)=O.[CH2:13]([C:17]1[N:22]2[N:23]=[CH:24][CH:25]=[C:21]2[N:20]([C@H:26]2[CH2:31][CH2:30][C@H:29]([O:32][CH2:33][C:34]([OH:37])([CH3:36])[CH3:35])[CH2:28][CH2:27]2)[C:19](=[O:38])[C:18]=1[CH2:39][C:40]1[CH:45]=[CH:44][C:43]([C:46]2[C:47]([C:52]#[N:53])=[CH:48][CH:49]=[CH:50][CH:51]=2)=[CH:42][CH:41]=1)[CH2:14][CH2:15][CH3:16], predict the reaction product. The product is: [CH2:13]([C:17]1[N:22]2[N:23]=[CH:24][CH:25]=[C:21]2[N:20]([C@H:26]2[CH2:31][CH2:30][C@H:29]([O:32][CH2:33][C:34]([OH:37])([CH3:35])[CH3:36])[CH2:28][CH2:27]2)[C:19](=[O:38])[C:18]=1[CH2:39][C:40]1[CH:45]=[CH:44][C:43]([C:46]2[CH:51]=[CH:50][CH:49]=[CH:48][C:47]=2[C:52]2[NH:3][C:4](=[O:7])[O:5][N:53]=2)=[CH:42][CH:41]=1)[CH2:14][CH2:15][CH3:16].